This data is from Catalyst prediction with 721,799 reactions and 888 catalyst types from USPTO. The task is: Predict which catalyst facilitates the given reaction. (1) Reactant: Cl.[F:2][C:3]1([F:8])[CH2:7][CH2:6][NH:5][CH2:4]1.[CH:9]([CH:11]1[CH2:16][CH2:15][N:14]([C:17]([O:19][C:20]([CH3:23])([CH3:22])[CH3:21])=[O:18])[CH2:13][CH2:12]1)=O.CCN(C(C)C)C(C)C.[BH-](OC(C)=O)(OC(C)=O)OC(C)=O.[Na+]. Product: [F:2][C:3]1([F:8])[CH2:7][CH2:6][N:5]([CH2:9][CH:11]2[CH2:16][CH2:15][N:14]([C:17]([O:19][C:20]([CH3:21])([CH3:23])[CH3:22])=[O:18])[CH2:13][CH2:12]2)[CH2:4]1. The catalyst class is: 26. (2) Reactant: [NH2:1][C:2]1[C:3]([C:15]([NH2:17])=[O:16])=[CH:4][C:5]2[C:13]3[C:8](=[CH:9][CH:10]=[CH:11][CH:12]=3)[NH:7][C:6]=2[N:14]=1.[C:18](OO[C:18](=[O:25])[C:19]1[CH:24]=[CH:23][CH:22]=[CH:21][CH:20]=1)(=[O:25])[C:19]1[CH:24]=[CH:23][CH:22]=[CH:21][CH:20]=1. Product: [NH2:1][C:2]1[C:3]([C:15]([NH2:17])=[O:16])=[CH:4][C:5]2[C:13]3[C:8](=[CH:9][CH:10]=[CH:11][CH:12]=3)[N:7]([C:18](=[O:25])[C:19]3[CH:24]=[CH:23][CH:22]=[CH:21][CH:20]=3)[C:6]=2[N:14]=1. The catalyst class is: 383.